Task: Predict the product of the given reaction.. Dataset: Forward reaction prediction with 1.9M reactions from USPTO patents (1976-2016) Given the reactants C[O:2][C:3]1[CH:32]=[CH:31][C:6]([CH2:7][N:8]2[C:16]3[C:11](=[CH:12][C:13]([CH:17]=[C:18]4[S:22][C:21]([N:23]5[CH2:28][CH2:27][N:26]([CH3:29])[CH2:25][CH2:24]5)=[N:20][C:19]4=[O:30])=[CH:14][CH:15]=3)[CH:10]=[N:9]2)=[C:5]([C:33]([F:36])([F:35])[F:34])[CH:4]=1.B(Br)(Br)Br, predict the reaction product. The product is: [OH:2][C:3]1[CH:32]=[CH:31][C:6]([CH2:7][N:8]2[C:16]3[C:11](=[CH:12][C:13]([CH:17]=[C:18]4[S:22][C:21]([N:23]5[CH2:28][CH2:27][N:26]([CH3:29])[CH2:25][CH2:24]5)=[N:20][C:19]4=[O:30])=[CH:14][CH:15]=3)[CH:10]=[N:9]2)=[C:5]([C:33]([F:36])([F:35])[F:34])[CH:4]=1.